This data is from Forward reaction prediction with 1.9M reactions from USPTO patents (1976-2016). The task is: Predict the product of the given reaction. Given the reactants [C:1]([C:3]1[CH:4]=[CH:5][C:6]2[O:10][C:9]([C:11]([C:18]3[C:26]([O:27][CH3:28])=[CH:25][C:24]([CH3:29])=[C:23]4[C:19]=3[CH:20]=[CH:21][N:22]4C(OC(C)(C)C)=O)([CH3:17])[C:12]([O:14][CH2:15][CH3:16])=[O:13])=[N:8][C:7]=2[CH:37]=1)#[N:2].C(=O)([O-])[O-].[Cs+].[Cs+], predict the reaction product. The product is: [C:1]([C:3]1[CH:4]=[CH:5][C:6]2[O:10][C:9]([C:11]([C:18]3[C:26]([O:27][CH3:28])=[CH:25][C:24]([CH3:29])=[C:23]4[C:19]=3[CH:20]=[CH:21][NH:22]4)([CH3:17])[C:12]([O:14][CH2:15][CH3:16])=[O:13])=[N:8][C:7]=2[CH:37]=1)#[N:2].